From a dataset of Full USPTO retrosynthesis dataset with 1.9M reactions from patents (1976-2016). Predict the reactants needed to synthesize the given product. (1) Given the product [N+:42]([C:45]1[CH:46]=[CH:47][C:48]([C:49]([O:51][C@@H:39]2[CH2:38][N:54]3[C:9](=[O:8])[CH2:10][CH2:11][N:12]([C:14]([O:16][C:17]([CH3:20])([CH3:19])[CH3:18])=[O:15])[CH2:36][C@@H:41]3[CH2:40]2)=[O:50])=[CH:52][CH:53]=1)([O-:44])=[O:43], predict the reactants needed to synthesize it. The reactants are: C([O:8][C@H:9]1C[N:12]([C:14]([O:16][C:17]([CH3:20])([CH3:19])[CH3:18])=[O:15])[C@H:11](CO)[CH2:10]1)C1C=CC=CC=1.[C:40]1(P([C:36]2[CH:41]=[CH:40][CH:39]=[CH:38]C=2)[C:40]2[CH:41]=[CH:36]C=[CH:38][CH:39]=2)[CH:41]=[CH:36]C=[CH:38][CH:39]=1.[N+:42]([C:45]1[CH:53]=[CH:52][C:48]([C:49]([OH:51])=[O:50])=[CH:47][CH:46]=1)([O-:44])=[O:43].[N:54](C(OC(C)C)=O)=NC(OC(C)C)=O. (2) The reactants are: C(N(CC)CC)C.Cl.[O:9]=[C:10]1[CH:15]([N:16]2[C:24](=[O:25])[C:23]3[C:18](=[CH:19][CH:20]=[CH:21][C:22]=3[CH2:26][NH:27][CH3:28])[C:17]2=[O:29])[CH2:14][CH2:13][C:12](=[O:30])[NH:11]1.[C:31]1([CH3:40])[CH:36]=[CH:35][C:34]([N:37]=[C:38]=[O:39])=[CH:33][CH:32]=1. Given the product [O:9]=[C:10]1[CH:15]([N:16]2[C:24](=[O:25])[C:23]3[C:18](=[CH:19][CH:20]=[CH:21][C:22]=3[CH2:26][N:27]([CH3:28])[C:38]([NH:37][C:34]3[CH:35]=[CH:36][C:31]([CH3:40])=[CH:32][CH:33]=3)=[O:39])[C:17]2=[O:29])[CH2:14][CH2:13][C:12](=[O:30])[NH:11]1, predict the reactants needed to synthesize it.